Dataset: Full USPTO retrosynthesis dataset with 1.9M reactions from patents (1976-2016). Task: Predict the reactants needed to synthesize the given product. (1) Given the product [Cl:1][C:2]1[CH:21]=[CH:20][CH:19]=[C:18]([C:22]([F:25])([F:24])[F:23])[C:3]=1[C:4]([N:6]1[C:14]2[C:9](=[C:10]([CH:15]=[O:16])[CH:11]=[CH:12][CH:13]=2)[C:8]([C:33]2[CH:34]=[CH:35][C:30]([C:28]([O:27][CH3:26])=[O:29])=[CH:31][CH:32]=2)=[N:7]1)=[O:5], predict the reactants needed to synthesize it. The reactants are: [Cl:1][C:2]1[CH:21]=[CH:20][CH:19]=[C:18]([C:22]([F:25])([F:24])[F:23])[C:3]=1[C:4]([N:6]1[C:14]2[CH:13]=[CH:12][CH:11]=[C:10]([CH:15]=[O:16])[C:9]=2[C:8](I)=[N:7]1)=[O:5].[CH3:26][O:27][C:28]([C:30]1[CH:35]=[CH:34][C:33](B(O)O)=[CH:32][CH:31]=1)=[O:29].C([O-])([O-])=O.[K+].[K+]. (2) Given the product [Cl:1][C:2]1[C:3]2[N:4]([C:10]([CH:12]3[CH2:17][CH2:16][N:15]([CH3:18])[CH2:14][CH2:13]3)=[N:9][CH:8]=2)[CH:5]=[CH:6][N:7]=1, predict the reactants needed to synthesize it. The reactants are: [Cl:1][C:2]1[C:3]([CH2:8][NH:9][C:10]([CH:12]2[CH2:17][CH2:16][N:15]([CH3:18])[CH2:14][CH2:13]2)=O)=[N:4][CH:5]=[CH:6][N:7]=1.P(Cl)(Cl)(Cl)=O. (3) Given the product [CH3:1][C:2]1[CH:3]=[C:4]([CH:5]=[C:6]([CH3:8])[CH:7]=1)[O:9][C:14]1[CH:19]=[C:18]([CH3:40])[C:17]([N+:20]([O-:22])=[O:21])=[CH:16][C:15]=1[S:23]([N:26]1[CH2:31][CH2:30][N:29]([C:32]([O:34][C:35]([CH3:38])([CH3:36])[CH3:37])=[O:33])[CH2:28][CH2:27]1)(=[O:25])=[O:24], predict the reactants needed to synthesize it. The reactants are: [CH3:1][C:2]1[CH:3]=[C:4]([OH:9])[CH:5]=[C:6]([CH3:8])[CH:7]=1.[H-].[Na+].FC[C:14]1[CH:19]=[CH:18][C:17]([N+:20]([O-:22])=[O:21])=[CH:16][C:15]=1[S:23]([N:26]1[CH2:31][CH2:30][N:29]([C:32]([O:34][C:35]([CH3:38])([CH3:37])[CH3:36])=[O:33])[CH2:28][CH2:27]1)(=[O:25])=[O:24].O1CCOC[CH2:40]1. (4) Given the product [CH3:1][N:2]([C:11]1[CH:12]=[CH:13][CH:14]=[C:15]2[C:19]=1[NH:18][C:17]([C:20]1[S:21][CH:22]([CH2:25][C:26]3[CH2:27][CH2:28][N:31]([CH3:30])[N:32]=3)[CH2:23][N:24]=1)=[CH:16]2)[S:3]([C:6]1[S:7][CH:8]=[CH:9][CH:10]=1)(=[O:5])=[O:4], predict the reactants needed to synthesize it. The reactants are: [CH3:1][N:2]([C:11]1[CH:12]=[CH:13][CH:14]=[C:15]2[C:19]=1[NH:18][C:17]([C:20]1[S:21][CH:22]([CH2:25][C:26](=O)[CH:27]=[CH2:28])[CH2:23][N:24]=1)=[CH:16]2)[S:3]([C:6]1[S:7][CH:8]=[CH:9][CH:10]=1)(=[O:5])=[O:4].[CH3:30][NH:31][NH2:32].O1CCCC1. (5) Given the product [F:14][C:9]1[CH:8]=[C:7]([CH:12]=[CH:11][C:10]=1[CH3:13])[CH:17]=[O:18], predict the reactants needed to synthesize it. The reactants are: C([Li])(C)(C)C.Br[C:7]1[CH:12]=[CH:11][C:10]([CH3:13])=[C:9]([F:14])[CH:8]=1.CN(C)[CH:17]=[O:18].S(=O)(=O)(O)[O-].[K+]. (6) Given the product [F:26][C:20]1[CH:21]=[CH:22][CH:23]=[C:24]([F:25])[C:19]=1[CH2:18][O:17][C:4]1[C:5]2[N:6]([C:8]([C:12]([O:14][CH2:15][CH3:16])=[O:13])=[C:9]([CH3:11])[N:10]=2)[CH:7]=[C:2]([C:32]#[C:31][Si:28]([CH3:30])([CH3:29])[CH3:27])[CH:3]=1, predict the reactants needed to synthesize it. The reactants are: Br[C:2]1[CH:3]=[C:4]([O:17][CH2:18][C:19]2[C:24]([F:25])=[CH:23][CH:22]=[CH:21][C:20]=2[F:26])[C:5]2[N:6]([C:8]([C:12]([O:14][CH2:15][CH3:16])=[O:13])=[C:9]([CH3:11])[N:10]=2)[CH:7]=1.[CH3:27][Si:28]([C:31]#[CH:32])([CH3:30])[CH3:29]. (7) The reactants are: C1CCC(N=C=NC2CCCCC2)CC1.[N+:16]([C:19]1[CH:24]=[C:23](Cl)[C:22](Cl)=[CH:21][C:20]=1[CH2:27][C:28]([N:30]([CH3:49])[C@@H:31]1[C:40]2[C:35](=[CH:36][CH:37]=[C:38]([N+:41]([O-:43])=[O:42])[CH:39]=2)CC[C@H:32]1[N:44]1[CH2:48][CH2:47][CH2:46][CH2:45]1)=[O:29])([O-:18])=[O:17].[N+](C1C=CC=CC=1CC(O)=O)([O-])=O.N1C=CC=CC=1.Cl.O(CC)CC.Cl. Given the product [N+:16]([C:19]1[CH:24]=[CH:23][CH:22]=[CH:21][C:20]=1[CH2:27][C:28]([N:30]([CH3:49])[C@@H:31]([C:40]1[CH:35]=[CH:36][CH:37]=[C:38]([N+:41]([O-:43])=[O:42])[CH:39]=1)[CH2:32][N:44]1[CH2:45][CH2:46][CH2:47][CH2:48]1)=[O:29])([O-:18])=[O:17], predict the reactants needed to synthesize it. (8) Given the product [C:3]([Si:7]([O:8][C@@H:9]1[C:17]2[C:12](=[C:13]([C:18]([F:22])([F:21])[CH2:19][O:20][CH3:25])[CH:14]=[CH:15][CH:16]=2)[CH2:11][CH2:10]1)([CH3:24])[CH3:23])([CH3:6])([CH3:5])[CH3:4], predict the reactants needed to synthesize it. The reactants are: [H-].[Na+].[C:3]([Si:7]([CH3:24])([CH3:23])[O:8][C@@H:9]1[C:17]2[C:12](=[C:13]([C:18]([F:22])([F:21])[CH2:19][OH:20])[CH:14]=[CH:15][CH:16]=2)[CH2:11][CH2:10]1)([CH3:6])([CH3:5])[CH3:4].[CH3:25]I.O. (9) Given the product [CH3:25][CH:12]1[N:11]([S:8]([C:4]2[CH:5]=[CH:6][CH:7]=[C:2]([N:26]3[CH:30]=[CH:29][N:28]=[N:27]3)[CH:3]=2)(=[O:10])=[O:9])[CH2:16][CH2:15][N:14]([C:17]([C:19]2[CH:24]=[CH:23][CH:22]=[CH:21][CH:20]=2)=[O:18])[CH2:13]1, predict the reactants needed to synthesize it. The reactants are: Br[C:2]1[CH:3]=[C:4]([S:8]([N:11]2[CH2:16][CH2:15][N:14]([C:17]([C:19]3[CH:24]=[CH:23][CH:22]=[CH:21][CH:20]=3)=[O:18])[CH2:13][CH:12]2[CH3:25])(=[O:10])=[O:9])[CH:5]=[CH:6][CH:7]=1.[NH:26]1[CH:30]=[CH:29][N:28]=[N:27]1.[OH-].[K+].CO.C(Cl)(Cl)Cl.